Dataset: Forward reaction prediction with 1.9M reactions from USPTO patents (1976-2016). Task: Predict the product of the given reaction. (1) Given the reactants [Br:1][C:2]1[CH:3]=[C:4]([OH:8])[CH:5]=[CH:6][CH:7]=1.[H-].[Na+].[CH2:11]([O:13][CH:14]([O:17][CH2:18][CH3:19])[CH2:15]Br)[CH3:12].O, predict the reaction product. The product is: [Br:1][C:2]1[CH:7]=[CH:6][CH:5]=[C:4]([O:8][CH2:15][CH:14]([O:17][CH2:18][CH3:19])[O:13][CH2:11][CH3:12])[CH:3]=1. (2) Given the reactants C(=O)([O-])[O-].[K+].[K+].Br[C:8]1[CH:9]=[C:10]2[C:14](=[CH:15][CH:16]=1)[C:13](=[O:17])[N:12]([CH:18]1[CH2:20][CH2:19]1)[CH2:11]2.CC1(C)C(C)(C)OB([C:29]2[CH:30]=[N:31][C:32]([NH2:35])=[N:33][CH:34]=2)O1, predict the reaction product. The product is: [NH2:35][C:32]1[N:33]=[CH:34][C:29]([C:8]2[CH:9]=[C:10]3[C:14](=[CH:15][CH:16]=2)[C:13](=[O:17])[N:12]([CH:18]2[CH2:20][CH2:19]2)[CH2:11]3)=[CH:30][N:31]=1. (3) The product is: [F:7][C:8]1[CH:13]=[CH:12][CH:11]=[CH:10][C:9]=1[C:14]1[O:18][N:17]=[C:16]([C:19]2[CH:20]=[C:21]([CH:27]=[CH:28][CH:29]=2)[C:22]([NH:24][C:25]([N:1]2[CH2:6][CH2:5][O:4][CH2:3][CH2:2]2)=[O:26])=[O:23])[N:15]=1. Given the reactants [NH:1]1[CH2:6][CH2:5][O:4][CH2:3][CH2:2]1.[F:7][C:8]1[CH:13]=[CH:12][CH:11]=[CH:10][C:9]=1[C:14]1[O:18][N:17]=[C:16]([C:19]2[CH:20]=[C:21]([CH:27]=[CH:28][CH:29]=2)[C:22]([N:24]=[C:25]=[O:26])=[O:23])[N:15]=1, predict the reaction product. (4) Given the reactants [F:1][C:2]([F:7])([F:6])[C@H:3]1[CH2:5][O:4]1.[F:8][C:9]([F:22])([O:13][C:14]1[CH:15]=[C:16]([CH:19]=[CH:20][CH:21]=1)[CH2:17][NH2:18])[CH:10]([F:12])[F:11], predict the reaction product. The product is: [F:1][C:2]([F:7])([F:6])[C@H:3]([OH:4])[CH2:5][NH:18][CH2:17][C:16]1[CH:19]=[CH:20][CH:21]=[C:14]([O:13][C:9]([F:8])([F:22])[CH:10]([F:11])[F:12])[CH:15]=1. (5) Given the reactants [CH:1]1([NH:5][C:6]([CH:8]2[C:16]3[C:11](=[CH:12][CH:13]=[CH:14][CH:15]=3)[CH2:10][NH:9]2)=[O:7])[CH2:4][CH2:3][CH2:2]1.[Cl:17][C:18]1[C:19]([O:31][CH2:32][O:33][CH3:34])=[CH:20][C:21]([O:27][CH2:28][O:29][CH3:30])=[C:22]([CH:26]=1)[C:23](O)=[O:24].CN1CCOCC1.Cl.CN(C)CCCN=C=NCC.ON1C2C=CC=CC=2N=N1, predict the reaction product. The product is: [Cl:17][C:18]1[C:19]([O:31][CH2:32][O:33][CH3:34])=[CH:20][C:21]([O:27][CH2:28][O:29][CH3:30])=[C:22]([CH:26]=1)[C:23]([N:9]1[CH2:10][C:11]2[C:16](=[CH:15][CH:14]=[CH:13][CH:12]=2)[CH:8]1[C:6]([NH:5][CH:1]1[CH2:4][CH2:3][CH2:2]1)=[O:7])=[O:24]. (6) Given the reactants [C:1]1([CH:7]([C:9]2[CH:10]=[N:11][C:12]3[C:17]([C:18]=2[C:19]2[CH:24]=[CH:23][CH:22]=[CH:21][CH:20]=2)=[CH:16][CH:15]=[CH:14][C:13]=3[C:25]([F:28])([F:27])[F:26])[OH:8])[CH:6]=[CH:5][CH:4]=[CH:3][CH:2]=1.C(N(CC)CC)C.[C:36](Cl)(=[O:38])[CH3:37], predict the reaction product. The product is: [C:36]([O:8][CH:7]([C:1]1[CH:6]=[CH:5][CH:4]=[CH:3][CH:2]=1)[C:9]1[CH:10]=[N:11][C:12]2[C:17]([C:18]=1[C:19]1[CH:20]=[CH:21][CH:22]=[CH:23][CH:24]=1)=[CH:16][CH:15]=[CH:14][C:13]=2[C:25]([F:28])([F:26])[F:27])(=[O:38])[CH3:37]. (7) Given the reactants [N+:1]([C:4]1[CH:9]=[CH:8][CH:7]=[CH:6][C:5]=1[CH2:10][C:11]#[N:12])([O-])=O.B.C1COCC1.Cl, predict the reaction product. The product is: [NH2:12][CH2:11][CH2:10][C:5]1[CH:6]=[CH:7][CH:8]=[CH:9][C:4]=1[NH2:1].